From a dataset of Catalyst prediction with 721,799 reactions and 888 catalyst types from USPTO. Predict which catalyst facilitates the given reaction. (1) Reactant: [CH2:1]([C@H:4]1[CH2:9][CH2:8][C@H:7](/[CH:10]=[CH:11]/[CH2:12][CH2:13][CH:14]2[CH2:19][CH2:18][CH:17]([OH:20])[CH2:16][CH2:15]2)[CH2:6][CH2:5]1)[CH2:2][CH3:3].CC(OI1(OC(C)=O)(OC(C)=O)OC(=O)C2C=CC=CC1=2)=O. Product: [CH2:1]([C@H:4]1[CH2:5][CH2:6][C@H:7](/[CH:10]=[CH:11]/[CH2:12][CH2:13][CH:14]2[CH2:15][CH2:16][C:17](=[O:20])[CH2:18][CH2:19]2)[CH2:8][CH2:9]1)[CH2:2][CH3:3]. The catalyst class is: 2. (2) Reactant: [Br:1][C:2]1[CH:7]=[CH:6][C:5]([N:8]2[C:13]3=[N:14][C:15]4[C:20]([Cl:21])=[CH:19][CH:18]=[C:17]([CH2:22][OH:23])[C:16]=4[N:12]3[CH2:11][CH2:10][CH2:9]2)=[C:4]([Cl:24])[CH:3]=1.CC(OI1(OC(C)=O)(OC(C)=O)OC(=O)C2C=CC=CC1=2)=O. Product: [Br:1][C:2]1[CH:7]=[CH:6][C:5]([N:8]2[C:13]3=[N:14][C:15]4[C:16](=[C:17]([CH:22]=[O:23])[CH:18]=[CH:19][C:20]=4[Cl:21])[N:12]3[CH2:11][CH2:10][CH2:9]2)=[C:4]([Cl:24])[CH:3]=1. The catalyst class is: 16. (3) Reactant: CS(O[CH:6]1[C:13](=[O:14])[N:12]2[C@H:8]([C@H:9]([C:32]3[CH:37]=[CH:36][C:35]([F:38])=[CH:34][CH:33]=3)[C@@H:10]([O:15][C@@H:16]([C:18]3[CH:23]=[C:22]([C:24]([F:27])([F:26])[F:25])[CH:21]=[C:20]([C:28]([F:31])([F:30])[F:29])[CH:19]=3)[CH3:17])[CH2:11]2)[CH2:7]1)(=O)=O.[N-:39]=[N+:40]=[N-:41].[Na+].O. Product: [N:39]([CH:6]1[C:13](=[O:14])[N:12]2[C@H:8]([C@H:9]([C:32]3[CH:37]=[CH:36][C:35]([F:38])=[CH:34][CH:33]=3)[C@@H:10]([O:15][C@@H:16]([C:18]3[CH:19]=[C:20]([C:28]([F:31])([F:30])[F:29])[CH:21]=[C:22]([C:24]([F:27])([F:25])[F:26])[CH:23]=3)[CH3:17])[CH2:11]2)[CH2:7]1)=[N+:40]=[N-:41]. The catalyst class is: 3. (4) Reactant: CC(C)=O.OS(O)(=O)=O.O=[Cr](=O)=O.[CH3:14][C:15]([O:18][C:19]([N:21]1[C@H:25]([C:26]([O:28][CH3:29])=[O:27])[CH2:24][C@@H:23]([OH:30])[CH2:22]1)=[O:20])([CH3:17])[CH3:16]. Product: [CH3:29][O:28][C:26]([C@@H:25]1[CH2:24][C:23](=[O:30])[CH2:22][N:21]1[C:19]([O:18][C:15]([CH3:17])([CH3:16])[CH3:14])=[O:20])=[O:27]. The catalyst class is: 21. (5) Reactant: [C:1]([C:4]1[CH:5]=[C:6]([C:10]2[CH:15]=[CH:14][CH:13]=[C:12]([C:16]([OH:18])=[O:17])[CH:11]=2)[CH:7]=[CH:8][CH:9]=1)(=O)[CH3:2].[NH:19]([C:21]1[S:22][C:23]2[CH:29]=[CH:28][CH:27]=[CH:26][C:24]=2[N:25]=1)[NH2:20]. Product: [S:22]1[C:23]2[CH:29]=[CH:28][CH:27]=[CH:26][C:24]=2[N:25]=[C:21]1[NH:19][N:20]=[C:1]([C:4]1[CH:5]=[C:6]([C:10]2[CH:15]=[CH:14][CH:13]=[C:12]([C:16]([OH:18])=[O:17])[CH:11]=2)[CH:7]=[CH:8][CH:9]=1)[CH3:2]. The catalyst class is: 8.